From a dataset of Forward reaction prediction with 1.9M reactions from USPTO patents (1976-2016). Predict the product of the given reaction. Given the reactants [Cl:1][C:2]1[CH:7]=[C:6]([F:8])[CH:5]=[CH:4][C:3]=1[C:9]1[S:13][C:12]([C:14]([O:16][CH3:17])=[O:15])=[CH:11][C:10]=1[C:18]1[CH:23]=[CH:22][C:21]([OH:24])=[CH:20][CH:19]=1.Br[CH2:26][CH2:27][CH2:28][O:29][CH:30]1[CH2:35][CH2:34][CH2:33][CH2:32][O:31]1.C(=O)([O-])[O-].[K+].[K+].CN(C=O)C, predict the reaction product. The product is: [Cl:1][C:2]1[CH:7]=[C:6]([F:8])[CH:5]=[CH:4][C:3]=1[C:9]1[S:13][C:12]([C:14]([O:16][CH3:17])=[O:15])=[CH:11][C:10]=1[C:18]1[CH:23]=[CH:22][C:21]([O:24][CH2:26][CH2:27][CH2:28][O:29][CH:30]2[CH2:35][CH2:34][CH2:33][CH2:32][O:31]2)=[CH:20][CH:19]=1.